From a dataset of TCR-epitope binding with 47,182 pairs between 192 epitopes and 23,139 TCRs. Binary Classification. Given a T-cell receptor sequence (or CDR3 region) and an epitope sequence, predict whether binding occurs between them. (1) The epitope is RAKFKQLL. The TCR CDR3 sequence is CSAGSGTRGETQYF. Result: 1 (the TCR binds to the epitope). (2) The epitope is GTSGSPIINR. The TCR CDR3 sequence is CSAINRGDTEAFF. Result: 1 (the TCR binds to the epitope).